Dataset: Forward reaction prediction with 1.9M reactions from USPTO patents (1976-2016). Task: Predict the product of the given reaction. Given the reactants [Cl:1][C:2]1[CH:10]=[CH:9][CH:8]=[C:7]2[C:3]=1[CH:4]=[CH:5][N:6]2[CH2:11][CH2:12][OH:13].[H-].[Na+].Br[CH:17]1[CH2:19][CH2:18]1, predict the reaction product. The product is: [Cl:1][C:2]1[CH:10]=[CH:9][CH:8]=[C:7]2[C:3]=1[CH:4]=[CH:5][N:6]2[CH2:11][CH2:12][O:13][CH:17]1[CH2:19][CH2:18]1.